Dataset: Human Reference Interactome with 51,813 positive PPI pairs across 8,248 proteins, plus equal number of experimentally-validated negative pairs. Task: Binary Classification. Given two protein amino acid sequences, predict whether they physically interact or not. (1) Protein 1 (ENSG00000162728) has sequence MAQENAAFSPGQEEPPRRRGRQRYVEKDGRCNVQQGNVRETYRYLTDLFTTLVDLQWRLSLLFFVLAYALTWLFFGAIWWLIAYGRGDLEHLEDTAWTPCVNNLNGFVAAFLFSIETETTIGYGHRVITDQCPEGIVLLLLQAILGSMVNAFMVGCMFVKISQPNKRAATLVFSSHAVVSLRDGRLCLMFRVGDLRSSHIVEASIRAKLIRSRQTLEGEFIPLHQTDLSVGFDTGDDRLFLVSPLVISHEIDAASPFWEASRRALERDDFEIVVILEGMVEATGMTCQARSSYLVDEVLW.... Protein 2 (ENSG00000049768) has sequence MPNPRPGKPSAPSLALGPSPGASPSWRAAPKASDLLGARGPGGTFQGRDLRGGAHASSSSLNPMPPSQLQLPTLPLVMVAPSGARLGPLPHLQALLQDRPHFMHQLSTVDAHARTPVLQVHPLESPAMISLTPPTTATGVFSLKARPGLPPGINVASLEWVSREPALLCTFPNPSAPRKDSTLSAVPQSSYPLLANGVCKWPGCEKVFEEPEDFLKHCQADHLLDEKGRAQCLLQREMVQSLEQQLVLEKEKLSAMQAHLAGKMALTKASSVASSDKGSCCIVAAGSQGPVVPAWSGPRE.... Result: 0 (the proteins do not interact). (2) Protein 1 (ENSG00000188266) has sequence MSSGNYQQSEALSKPTFSEEQASALVESVFGLKVSKVRPLPSYDDQNFHVYVSKTKDGPTEYVLKISNTKASKNPDLIEVQNHIIMFLKAAGFPTASVCHTKGDNTASLVSVDSGSEIKSYLVRLLTYLPGRPIAELPVSPQLLYEIGKLAAKLDKTLQRFHHPKLSSLHRENFIWNLKNVPLLEKYLYALGQNRNREIVEHVIHLFKEEVMTKLSHFRE*MSSGNYQQSEALSKPTFSEEQASALVESVFGLKVSKVRPLPSYDDQNFHVYVSKTKDGPTEYVLKISNTKASKNPDLIE.... Protein 2 (ENSG00000054267) has sequence MKALDEPPYLTVGTDVSAKYRGAFCEAKIKTAKRLVKVKVTFRHDSSTVEVQDDHIKGPLKVGAIVEVKNLDGAYQEAVINKLTDASWYTVVFDDGDEKTLRRSSLCLKGERHFAESETLDQLPLTNPEHFGTPVIGKKTNRGRRSNHIPEEESSSSSSDEDEDDRKQIDELLGKVVCVDYISLDKKKALWFPALVVCPDCSDEIAVKKDNILVRSFKDGKFTSVPRKDVHEITSDTAPKPDAVLKQAFEQALEFHKSRTIPANWKTELKEDSSSSEAEEEEEEEDDEKEKEDNSSEEEE.... Result: 0 (the proteins do not interact). (3) Protein 1 (ENSG00000069188) has sequence QGYKLIAWEPEQEEEVTMVTARPNFQDSIHVGFVSGLKKFTEYFTSVLCFTTPGDGPRSTPQLVRTHEDVPGPVGHLSFSEILDTSLKVSWQEPGEKNGILTGYRISWEEYNRTNTRVTHYLPNVTLEYRVTGLTALTTYTIEVAAMTSKGQGQVSASTISSGVPPELPGPPTNLGISNIGPRSVTLQFRPGYDGKTSISRWLVEAQVGVVGEGEEWLLIHQLSNEPDARSMEVPDLNPFTCYSFRMRQVNIVGTSPPSQPSRKIQTLQAPPDMAPANVSLRTASETSLWLRWMPLPEME.... Protein 2 (ENSG00000161888) has sequence MAAFRDIEEVSQGLLSLLGANRAEAQQRRLLGRHEQVVERLLETQDGAEKQLRGLQTRGMFLASGGKWNHLLSALLGEGQTLGSLLLSTLQRSSPWRRKWPRAFSMRRSRCTREAWSCSSWKLGFRRLGRRTPV*XFRDIEEVSQGLLSLLGANRAEAQQRRLLGRHEQVVERLLETQDGAEKQLREILTMEKEVAQSLLNAKEQVHQGGVELQQLEAGLQEAGEEDTRLKASLLQLTRELEELKEIEADLERQEKEVDEDTTVTIPSAVYVAQLYHQVSKIEWDYECEPGMVKGSILFG.... Result: 0 (the proteins do not interact). (4) Protein 1 (ENSG00000216937) has sequence MKPVKHLLTTSNKSANVPALTTKKGLHNLPLSPELKEKHNAKLIHDKIEPMVLRSPPTGESILRYALPIPSSKTKNLLPEDEMIGKIIKHLKMVVSTLEETYGHCDQNGEEPFVKHEHEELSLSVGDDMNSFLTYCSQFAAQLEEALKEEQNILESLFKWFQWQVNQMEEISKDQTLLQAEPPKPDKTVILNIAEIVRLVQRFEELKNRLKQRSKSSVKVMLSKTMDKENRPEAVKSCEALAQKIEEFLEAHSTDEFKDVSATEPQTAHSMTNRFNAMLKVFENQANMLERAVNDQVLLD.... Protein 2 (ENSG00000157734) has sequence MLEVHIPSVGPEAEGPRQSPEKSHMVFRVEVLCSGRRHTVPRRYSEFHALHKRIKKLYKVPDFPSKRLPNWRTRGLEQRRQGLEAYIQGILYLNQEVPKELLEFLRLRHFPTDPKASNWGTLREFLPGDSSSQQHQRPVLSFHVDPYVCNPSPESLPNVVVNGVLQGLYSFSISPDKAQPKAACHPAPLPPMP*MLEVHIPSVGPEAEGPRQSPEKSHMVFRVEVLCSGRRHTVPRRYSEFHALHKRIKKLYKVPDFPSKRLPNWRTRGLEQRRQGLEAYIQGILYLNQEVPKELLEFLR.... Result: 0 (the proteins do not interact).